Dataset: Reaction yield outcomes from USPTO patents with 853,638 reactions. Task: Predict the reaction yield, written as a fraction of the theoretical maximum amount of product (1.0 means a 100% yield; for example, 0.34 means a 34% yield). (1) The reactants are [O:1]=[C:2]1[C:10]2[C:5](=[CH:6][CH:7]=[CH:8][CH:9]=2)[C:4](=[O:11])[N:3]1[CH2:12][CH2:13][CH2:14][CH2:15][C:16]([OH:18])=[O:17].C(OC(O[C:22]([CH3:25])([CH3:24])[CH3:23])=O)(O[C:22]([CH3:25])([CH3:24])[CH3:23])=O. The catalyst is CN(C)C1C=CN=CC=1.C(O)(C)(C)C. The product is [C:22]([O:17][C:16](=[O:18])[CH2:15][CH2:14][CH2:13][CH2:12][N:3]1[C:4](=[O:11])[C:5]2[C:10](=[CH:9][CH:8]=[CH:7][CH:6]=2)[C:2]1=[O:1])([CH3:25])([CH3:24])[CH3:23]. The yield is 0.490. (2) The reactants are Br[C:2]1[N:7]=[C:6]([C:8]([O:10][CH3:11])=[O:9])[CH:5]=[CH:4][C:3]=1[F:12].[F:13][C:14]1[CH:15]=[C:16]([C:30]2([OH:36])[CH2:35][CH2:34][O:33][CH2:32][CH2:31]2)[CH:17]=[C:18]([F:29])[C:19]=1B1OC(C)(C)C(C)(C)O1. No catalyst specified. The product is [F:29][C:18]1[CH:17]=[C:16]([C:30]2([OH:36])[CH2:31][CH2:32][O:33][CH2:34][CH2:35]2)[CH:15]=[C:14]([F:13])[C:19]=1[C:2]1[N:7]=[C:6]([C:8]([O:10][CH3:11])=[O:9])[CH:5]=[CH:4][C:3]=1[F:12]. The yield is 0.720. (3) The reactants are Cl.[NH2:2][OH:3].[Cl:4][C:5]1[CH:12]=[C:11]([F:13])[CH:10]=[CH:9][C:6]=1[CH:7]=O.[OH-].[Na+].Cl. The catalyst is C(O)C.O. The product is [Cl:4][C:5]1[CH:12]=[C:11]([F:13])[CH:10]=[CH:9][C:6]=1[CH:7]=[N:2][OH:3]. The yield is 0.790. (4) The reactants are [CH:1]([O:4][NH:5][S:6]([C:9]1[CH:14]=[CH:13][CH:12]=[C:11]([N+:15]([O-])=O)[CH:10]=1)(=[O:8])=[O:7])([CH3:3])[CH3:2]. The catalyst is [Pd].[O-]S([O-])(=O)=O.[Ba+2]. The product is [NH2:15][C:11]1[CH:10]=[C:9]([S:6]([NH:5][O:4][CH:1]([CH3:3])[CH3:2])(=[O:7])=[O:8])[CH:14]=[CH:13][CH:12]=1. The yield is 0.960.